Predict the reactants needed to synthesize the given product. From a dataset of Full USPTO retrosynthesis dataset with 1.9M reactions from patents (1976-2016). (1) Given the product [CH3:1][N:2]1[CH2:7][CH2:6][N:5]([CH2:8][C:9]2[CH:10]=[CH:11][C:12]([C:13]([NH:15][C:16]3[CH:21]=[CH:20][C:19]([CH3:22])=[C:18]([NH:23][C:24]4[N:29]=[C:28]([C:30]5[CH:31]=[N:32][CH:33]=[CH:34][CH:35]=5)[CH:27]=[CH:26][N:25]=4)[CH:17]=3)=[O:14])=[CH:36][CH:37]=2)[CH2:4][CH2:3]1.[C:38]1([S:44]([O-:47])(=[O:46])=[O:45])[CH:43]=[CH:42][CH:41]=[CH:40][CH:39]=1, predict the reactants needed to synthesize it. The reactants are: [CH3:1][N:2]1[CH2:7][CH2:6][N:5]([CH2:8][C:9]2[CH:37]=[CH:36][C:12]([C:13]([NH:15][C:16]3[CH:21]=[CH:20][C:19]([CH3:22])=[C:18]([NH:23][C:24]4[N:29]=[C:28]([C:30]5[CH:31]=[N:32][CH:33]=[CH:34][CH:35]=5)[CH:27]=[CH:26][N:25]=4)[CH:17]=3)=[O:14])=[CH:11][CH:10]=2)[CH2:4][CH2:3]1.[C:38]1([S:44]([OH:47])(=[O:46])=[O:45])[CH:43]=[CH:42][CH:41]=[CH:40][CH:39]=1. (2) Given the product [C:1]1([S:7]([N:10]2[C:14]3[CH:15]=[N:16][C:17]([C:27]#[N:28])=[C:18]([CH:33]=[CH2:34])[C:13]=3[C:12]3[CH:29]=[CH:30][CH:31]=[N:32][C:11]2=3)(=[O:9])=[O:8])[CH:6]=[CH:5][CH:4]=[CH:3][CH:2]=1, predict the reactants needed to synthesize it. The reactants are: [C:1]1([S:7]([N:10]2[C:14]3[CH:15]=[N:16][C:17]([C:27]#[N:28])=[C:18](OS(C(F)(F)F)(=O)=O)[C:13]=3[C:12]3[CH:29]=[CH:30][CH:31]=[N:32][C:11]2=3)(=[O:9])=[O:8])[CH:6]=[CH:5][CH:4]=[CH:3][CH:2]=1.[CH2:33]([Sn](CCCC)(CCCC)C=C)[CH2:34]CC.[Cl-].[Li+]. (3) Given the product [F:1][C:2]([F:7])([F:6])[C:3]([N:5]=[S:40]([CH2:39][C:37]1[CH:38]=[C:33]([NH:32][C:29]2[CH:28]=[C:27]([C:43]3[CH:48]=[CH:47][C:46]([F:49])=[CH:45][C:44]=3[O:50][CH3:51])[C:26]([F:25])=[CH:31][N:30]=2)[N:34]=[C:35]([F:42])[CH:36]=1)[CH3:41])=[O:4], predict the reactants needed to synthesize it. The reactants are: [F:1][C:2]([F:7])([F:6])[C:3]([NH2:5])=[O:4].CC(C)([O-])C.[Na+].BrN1C(C)(C)C(=O)N(Br)C1=O.[F:25][C:26]1[C:27]([C:43]2[CH:48]=[CH:47][C:46]([F:49])=[CH:45][C:44]=2[O:50][CH3:51])=[CH:28][C:29]([NH:32][C:33]2[CH:38]=[C:37]([CH2:39][S:40][CH3:41])[CH:36]=[C:35]([F:42])[N:34]=2)=[N:30][CH:31]=1.S([O-])([O-])=O.[Na+].[Na+]. (4) Given the product [CH3:12][C:13]1[CH:14]=[C:15]([NH:16][C:2]2[CH:3]=[C:4]([OH:11])[CH:5]=[CH:6][C:7]=2[N+:8]([O-:10])=[O:9])[CH:17]=[CH:18][C:19]=1[CH3:20], predict the reactants needed to synthesize it. The reactants are: F[C:2]1[CH:3]=[C:4]([OH:11])[CH:5]=[CH:6][C:7]=1[N+:8]([O-:10])=[O:9].[CH3:12][C:13]1[CH:14]=[C:15]([CH:17]=[CH:18][C:19]=1[CH3:20])[NH2:16]. (5) Given the product [Cl:1][C:2]1[CH:7]=[CH:6][C:5]([N:28]2[CH2:27][CH2:26][CH:25]([C@H:23]([N:11]3[C:12]4[C:17](=[CH:16][CH:15]=[CH:14][CH:13]=4)[C:18]([C:19]([O:21][CH3:22])=[O:20])=[C:10]3[CH3:9])[CH3:24])[CH2:30][CH2:29]2)=[CH:4][CH:3]=1, predict the reactants needed to synthesize it. The reactants are: [Cl:1][C:2]1[CH:7]=[CH:6][C:5](I)=[CH:4][CH:3]=1.[CH3:9][C:10]1[N:11]([C@@H:23]([CH:25]2[CH2:30][CH2:29][NH:28][CH2:27][CH2:26]2)[CH3:24])[C:12]2[C:17]([C:18]=1[C:19]([O:21][CH3:22])=[O:20])=[CH:16][CH:15]=[CH:14][CH:13]=2.C[O-].[Na+].